The task is: Regression. Given two drug SMILES strings and cell line genomic features, predict the synergy score measuring deviation from expected non-interaction effect.. This data is from NCI-60 drug combinations with 297,098 pairs across 59 cell lines. Drug 1: C1=NNC2=C1C(=O)NC=N2. Drug 2: C1CNP(=O)(OC1)N(CCCl)CCCl. Cell line: NCI-H322M. Synergy scores: CSS=-2.80, Synergy_ZIP=2.69, Synergy_Bliss=1.99, Synergy_Loewe=0.953, Synergy_HSA=-1.92.